Dataset: Forward reaction prediction with 1.9M reactions from USPTO patents (1976-2016). Task: Predict the product of the given reaction. (1) Given the reactants Cl.[CH3:2][O:3][C:4](=[O:10])[C@H:5]([CH2:7][CH2:8][CH3:9])[NH2:6].[CH2:11]([O:17][C:18]1[CH:26]=[CH:25][C:21]([C:22](O)=[O:23])=[CH:20][CH:19]=1)[CH2:12][CH2:13][CH2:14][CH2:15][CH3:16].ON1C2C=CC=CC=2N=N1.Cl.CN(C)CCCN=C=NCC, predict the reaction product. The product is: [CH3:2][O:3][C:4](=[O:10])[C@H:5]([CH2:7][CH2:8][CH3:9])[NH:6][C:22](=[O:23])[C:21]1[CH:20]=[CH:19][C:18]([O:17][CH2:11][CH2:12][CH2:13][CH2:14][CH2:15][CH3:16])=[CH:26][CH:25]=1. (2) Given the reactants C([O-])(=O)C.[NH4+].[F:6][C:7]([F:39])([CH2:11][C:12]1(O)[C:25]2[CH:24]=[C:23]([O:26][CH2:27][C:28]([CH3:31])([CH3:30])[CH3:29])[CH:22]=[CH:21][C:20]=2[O:19][C:18]2[C:13]1=[CH:14][C:15]([C:32]1[CH:33]=[N:34][CH:35]=[N:36][CH:37]=1)=[CH:16][CH:17]=2)[C:8]([NH2:10])=[O:9], predict the reaction product. The product is: [F:6][C:7]1([F:39])[C:8](=[O:9])[NH:10][C:12]2([C:25]3[CH:24]=[C:23]([O:26][CH2:27][C:28]([CH3:30])([CH3:31])[CH3:29])[CH:22]=[CH:21][C:20]=3[O:19][C:18]3[C:13]2=[CH:14][C:15]([C:32]2[CH:37]=[N:36][CH:35]=[N:34][CH:33]=2)=[CH:16][CH:17]=3)[CH2:11]1.